Dataset: Retrosynthesis with 50K atom-mapped reactions and 10 reaction types from USPTO. Task: Predict the reactants needed to synthesize the given product. Given the product COC(=O)CC(C)C(=O)N[C@@H](C)C(=O)OCc1ccccc1, predict the reactants needed to synthesize it. The reactants are: COC(=O)CC(C)C(=O)O.C[C@H](N)C(=O)OCc1ccccc1.